From a dataset of NCI-60 drug combinations with 297,098 pairs across 59 cell lines. Regression. Given two drug SMILES strings and cell line genomic features, predict the synergy score measuring deviation from expected non-interaction effect. (1) Drug 1: CC12CCC3C(C1CCC2=O)CC(=C)C4=CC(=O)C=CC34C. Drug 2: CC12CCC3C(C1CCC2O)C(CC4=C3C=CC(=C4)O)CCCCCCCCCS(=O)CCCC(C(F)(F)F)(F)F. Cell line: SF-268. Synergy scores: CSS=44.2, Synergy_ZIP=2.35, Synergy_Bliss=4.09, Synergy_Loewe=3.98, Synergy_HSA=3.36. (2) Drug 1: CC=C1C(=O)NC(C(=O)OC2CC(=O)NC(C(=O)NC(CSSCCC=C2)C(=O)N1)C(C)C)C(C)C. Drug 2: CC1CCC2CC(C(=CC=CC=CC(CC(C(=O)C(C(C(=CC(C(=O)CC(OC(=O)C3CCCCN3C(=O)C(=O)C1(O2)O)C(C)CC4CCC(C(C4)OC)OCCO)C)C)O)OC)C)C)C)OC. Cell line: MOLT-4. Synergy scores: CSS=57.7, Synergy_ZIP=-2.22, Synergy_Bliss=-2.61, Synergy_Loewe=-41.9, Synergy_HSA=-3.42. (3) Drug 1: CC1CC(C(C(C=C(C(C(C=CC=C(C(=O)NC2=CC(=O)C(=C(C1)C2=O)OC)C)OC)OC(=O)N)C)C)O)OC. Drug 2: CNC(=O)C1=NC=CC(=C1)OC2=CC=C(C=C2)NC(=O)NC3=CC(=C(C=C3)Cl)C(F)(F)F. Cell line: T-47D. Synergy scores: CSS=47.1, Synergy_ZIP=12.1, Synergy_Bliss=12.3, Synergy_Loewe=9.08, Synergy_HSA=12.1.